Dataset: Full USPTO retrosynthesis dataset with 1.9M reactions from patents (1976-2016). Task: Predict the reactants needed to synthesize the given product. (1) Given the product [S:14]1[CH:15]=[C:11]([C:6]2[CH:7]=[CH:8][CH:9]=[CH:10][C:5]=2[CH2:4][NH2:1])[N:12]=[N:13]1, predict the reactants needed to synthesize it. The reactants are: [N:1]([CH2:4][C:5]1[CH:10]=[CH:9][CH:8]=[CH:7][C:6]=1[C:11]1[N:12]=[N:13][S:14][CH:15]=1)=[N+]=[N-].C1(P(C2C=CC=CC=2)C2C=CC=CC=2)C=CC=CC=1.O. (2) Given the product [Cl:1][C:2]1[CH:3]=[C:4]2[C:8](=[CH:9][CH:10]=1)[NH:7][C:6]([C:11]1[CH:16]=[CH:15][C:14]([Cl:17])=[CH:13][CH:12]=1)=[C:5]2[CH:22]=[O:23], predict the reactants needed to synthesize it. The reactants are: [Cl:1][C:2]1[CH:3]=[C:4]2[C:8](=[CH:9][CH:10]=1)[NH:7][C:6]([C:11]1[CH:16]=[CH:15][C:14]([Cl:17])=[CH:13][CH:12]=1)=[CH:5]2.[OH-].[Na+].CN(C)[CH:22]=[O:23]. (3) Given the product [CH3:23][N:24]1[CH:28]=[C:27]([C:2]2[CH:3]=[CH:4][C:5]3[N:6]([C:8]([C:11]([C:13]4[CH:14]=[C:15]5[C:20](=[CH:21][CH:22]=4)[N:19]=[CH:18][CH:17]=[CH:16]5)=[CH2:12])=[CH:9][N:10]=3)[N:7]=2)[CH:26]=[N:25]1, predict the reactants needed to synthesize it. The reactants are: Cl[C:2]1[CH:3]=[CH:4][C:5]2[N:6]([C:8]([C:11]([C:13]3[CH:14]=[C:15]4[C:20](=[CH:21][CH:22]=3)[N:19]=[CH:18][CH:17]=[CH:16]4)=[CH2:12])=[CH:9][N:10]=2)[N:7]=1.[CH3:23][N:24]1[CH:28]=[C:27](B2OC(C)(C)C(C)(C)O2)[CH:26]=[N:25]1.C([O-])([O-])=O.[K+].[K+].CCOC(C)=O. (4) Given the product [CH:1]1([CH2:4][CH:5]=[CH:6][CH2:7][CH:8]2[CH2:9][O:12]2)[CH2:3][CH2:2]1, predict the reactants needed to synthesize it. The reactants are: [CH:1]1([CH2:4][CH:5]=[CH:6][CH2:7][CH2:8][CH:9]([OH:12])CO)[CH2:3][CH2:2]1.[H-].[Na+]. (5) Given the product [Cl:19][C:20]1[CH:21]=[C:22]([C:2]2[CH:7]=[CH:6][CH:5]=[C:4]([C@:8]3([CH3:18])[CH2:13][N:12]4[CH:14]=[CH:15][N:16]=[C:11]4[C:10]([NH2:17])=[N:9]3)[CH:3]=2)[CH:23]=[C:24]([Cl:26])[CH:25]=1, predict the reactants needed to synthesize it. The reactants are: Br[C:2]1[CH:3]=[C:4]([C@:8]2([CH3:18])[CH2:13][N:12]3[CH:14]=[CH:15][N:16]=[C:11]3[C:10]([NH2:17])=[N:9]2)[CH:5]=[CH:6][CH:7]=1.[Cl:19][C:20]1[CH:21]=[C:22](B(O)O)[CH:23]=[C:24]([Cl:26])[CH:25]=1.C(=O)([O-])[O-].[K+].[K+]. (6) Given the product [Cl:13][C:10]1[S:9][C:8]([C:6]2[CH:5]=[CH:4][C:3]([S:14]([NH:17][C:18]3[C:28]([O:29][CH3:30])=[CH:27][C:21]4[CH2:22][CH2:23][N:24]([CH3:33])[CH2:25][CH2:26][C:20]=4[CH:19]=3)(=[O:16])=[O:15])=[C:2]([F:1])[CH:7]=2)=[CH:12][CH:11]=1, predict the reactants needed to synthesize it. The reactants are: [F:1][C:2]1[CH:7]=[C:6]([C:8]2[S:9][C:10]([Cl:13])=[CH:11][CH:12]=2)[CH:5]=[CH:4][C:3]=1[S:14]([NH:17][C:18]1[C:28]([O:29][CH3:30])=[CH:27][C:21]2[CH2:22][CH2:23][NH:24][CH2:25][CH2:26][C:20]=2[CH:19]=1)(=[O:16])=[O:15].C=O.[C:33](O[BH-](OC(=O)C)OC(=O)C)(=O)C.[Na+].